This data is from Full USPTO retrosynthesis dataset with 1.9M reactions from patents (1976-2016). The task is: Predict the reactants needed to synthesize the given product. Given the product [ClH:34].[ClH:34].[CH3:7][C:8]1[CH:17]=[CH:16][C:15]2[C:10](=[CH:11][CH:12]=[CH:13][C:14]=2[N:18]2[CH2:19][CH2:20][N:21]([CH2:24][CH2:25][C:26]3[CH:27]=[C:28]([NH:29][C:2](=[O:3])[O:33][CH2:16][C:15]4[CH:10]=[CH:11][CH:12]=[CH:13][CH:14]=4)[CH:30]=[CH:31][CH:32]=3)[CH2:22][CH2:23]2)[N:9]=1, predict the reactants needed to synthesize it. The reactants are: [N-]=[C:2]=[O:3].[N-]=C=S.[CH3:7][C:8]1[CH:17]=[CH:16][C:15]2[C:10](=[CH:11][CH:12]=[CH:13][C:14]=2[N:18]2[CH2:23][CH2:22][N:21]([CH2:24][CH2:25][C:26]3[CH:27]=[C:28]([CH:30]=[CH:31][CH:32]=3)[NH2:29])[CH2:20][CH2:19]2)[N:9]=1.[OH2:33].[Cl:34]CCl.